Dataset: Forward reaction prediction with 1.9M reactions from USPTO patents (1976-2016). Task: Predict the product of the given reaction. The product is: [OH:26][CH2:25][CH:24]([NH:23][C:21]1[C:20]2[N:19]=[CH:18][C:17](=[O:29])[NH:16][C:15]=2[N:14]=[C:13]([S:10][CH2:9][C:3]2[S:30][CH:6]=[CH:7][CH:2]=2)[N:22]=1)[CH2:27][OH:28]. Given the reactants F[C:2]1[C:7](F)=[CH:6]C=C[C:3]=1[CH2:9][S:10]([C:13]1[N:22]=[C:21]([NH:23][CH:24]([CH2:27][OH:28])[CH2:25][OH:26])[C:20]2[N:19]=[CH:18][C:17](=[O:29])[NH:16][C:15]=2[N:14]=1)(=O)=O.[S:30]1C=CC=C1CS, predict the reaction product.